This data is from Forward reaction prediction with 1.9M reactions from USPTO patents (1976-2016). The task is: Predict the product of the given reaction. (1) Given the reactants [N:1]12[CH2:8][CH2:7][CH:4]([CH2:5][CH2:6]1)[C@@H:3]([O:9][C:10](=[O:29])[N:11]([C:22]1[CH:23]=[C:24]([CH3:28])[CH:25]=[CH:26][CH:27]=1)[CH2:12][C:13]1[CH:18]=[C:17]([F:19])[C:16]([F:20])=[CH:15][C:14]=1[F:21])[CH2:2]2.O1CCCC1.[Br:35][CH2:36][CH2:37][O:38][C:39]1[CH:44]=[CH:43][CH:42]=[CH:41][CH:40]=1, predict the reaction product. The product is: [Br-:35].[O:38]([CH2:37][CH2:36][N+:1]12[CH2:8][CH2:7][CH:4]([CH2:5][CH2:6]1)[C@@H:3]([O:9][C:10](=[O:29])[N:11]([C:22]1[CH:23]=[C:24]([CH3:28])[CH:25]=[CH:26][CH:27]=1)[CH2:12][C:13]1[CH:18]=[C:17]([F:19])[C:16]([F:20])=[CH:15][C:14]=1[F:21])[CH2:2]2)[C:39]1[CH:44]=[CH:43][CH:42]=[CH:41][CH:40]=1. (2) Given the reactants C([N:4]1[CH2:9][CH2:8][N:7]([CH:10]2[CH2:15][CH2:14][CH:13]([N:16]3[C:20]4=[N:21][CH:22]=[N:23][C:24]([NH:25]C(=O)OC(C)(C)C)=[C:19]4[C:18]([C:33]4[CH:38]=[CH:37][C:36](OC5C=CC=CC=5)=[C:35]([NH2:46])[CH:34]=4)=[N:17]3)[CH2:12][CH2:11]2)[CH2:6][CH2:5]1)(=O)C.[C:47](Cl)(=[O:50])[CH:48]=[CH2:49].[F:52][C:53]([F:58])([F:57])[C:54]([OH:56])=[O:55], predict the reaction product. The product is: [NH2:25][C:24]1[N:23]=[CH:22][N:21]=[C:20]2[N:16]([CH:13]3[CH2:12][CH2:11][CH:10]([N:7]4[CH2:6][CH2:5][NH:4][CH2:9][CH2:8]4)[CH2:15][CH2:14]3)[N:17]=[C:18]([C:33]3[CH:38]=[CH:37][C:36]([O:56][C:54]4[CH:53]=[CH:12][CH:11]=[CH:10][CH:15]=4)=[C:35]([NH:46][C:47](=[O:50])[CH:48]=[CH2:49])[CH:34]=3)[C:19]=12.[C:54]([OH:56])([C:53]([F:58])([F:57])[F:52])=[O:55]. (3) Given the reactants [Cl:1][C:2]1[N:7]=[C:6](Cl)[C:5]([I:9])=[CH:4][N:3]=1.[NH2:10][C@H:11]([CH3:14])[CH2:12][OH:13], predict the reaction product. The product is: [Cl:1][C:2]1[N:7]=[C:6]([NH:10][C@H:11]([CH3:14])[CH2:12][OH:13])[C:5]([I:9])=[CH:4][N:3]=1. (4) Given the reactants [C:1]([C:3]1[CH:8]=[CH:7][C:6]([N:9]([CH2:15][C:16]2[O:17][CH:18]=[C:19]([C:21](OC)=[O:22])[N:20]=2)[CH2:10][C:11]([F:14])([F:13])[F:12])=[CH:5][C:4]=1[C:25]([F:28])([F:27])[F:26])#[N:2].CC(C[AlH]CC(C)C)C, predict the reaction product. The product is: [OH:22][CH2:21][C:19]1[N:20]=[C:16]([CH2:15][N:9]([CH2:10][C:11]([F:14])([F:13])[F:12])[C:6]2[CH:7]=[CH:8][C:3]([C:1]#[N:2])=[C:4]([C:25]([F:26])([F:27])[F:28])[CH:5]=2)[O:17][CH:18]=1. (5) Given the reactants Br[C:2]1[CH:3]=[C:4]([NH:13][CH2:14][C:15]2[C:20]([CH3:21])=[CH:19][CH:18]=[CH:17][C:16]=2[CH3:22])[C:5]2[N:6]([C:8]([CH3:12])=[C:9]([CH3:11])[N:10]=2)[CH:7]=1.[CH3:23][O:24][C:25]1[C:30](B(O)O)=[CH:29][CH:28]=[CH:27][N:26]=1.C(=O)([O-])[O-].[Na+].[Na+], predict the reaction product. The product is: [CH3:22][C:16]1[CH:17]=[CH:18][CH:19]=[C:20]([CH3:21])[C:15]=1[CH2:14][NH:13][C:4]1[C:5]2[N:6]([C:8]([CH3:12])=[C:9]([CH3:11])[N:10]=2)[CH:7]=[C:2]([C:30]2[C:25]([O:24][CH3:23])=[N:26][CH:27]=[CH:28][CH:29]=2)[CH:3]=1. (6) The product is: [Br:2][C:3]1[CH:4]=[C:5]2[C:10]([NH:11][C@H:12]3[C@@H:16]([CH2:17][CH3:18])[CH2:15][N:14]([C:60]([O:59][C:55]([CH3:58])([CH3:57])[CH3:56])=[O:61])[CH2:13]3)=[C:9]([C:19](=[O:20])[NH2:21])[CH:8]=[N:7][N:6]2[CH:22]=1. Given the reactants I.[Br:2][C:3]1[CH:4]=[C:5]2[C:10]([NH:11][C@H:12]3[C@@H:16]([CH2:17][CH3:18])[CH2:15][NH:14][CH2:13]3)=[C:9]([C:19]([NH2:21])=[O:20])[CH:8]=[N:7][N:6]2[CH:22]=1.BrC1C=C2C(Cl)=C(C(N)=O)C=NN2C=1.N[C@H]1[C@@H](CC)CN(C(OCC2C=CC=CC=2)=O)C1.[C:55]([O:59][C:60](O[C:60]([O:59][C:55]([CH3:58])([CH3:57])[CH3:56])=[O:61])=[O:61])([CH3:58])([CH3:57])[CH3:56].C(N(CC)C(C)C)(C)C, predict the reaction product. (7) Given the reactants [NH3:1].C[O:3][C:4]([C@@H:6]1[O:10][C:9](=[O:11])[N:8]([C:12]2[CH:13]=[C:14]3[C:18](=[CH:19][CH:20]=2)[N:17]([CH3:21])[C:16](=[O:22])[CH2:15]3)[CH2:7]1)=O, predict the reaction product. The product is: [CH3:21][N:17]1[C:18]2[C:14](=[CH:13][C:12]([N:8]3[CH2:7][C@H:6]([C:4]([NH2:1])=[O:3])[O:10][C:9]3=[O:11])=[CH:20][CH:19]=2)[CH2:15][C:16]1=[O:22].